Dataset: Catalyst prediction with 721,799 reactions and 888 catalyst types from USPTO. Task: Predict which catalyst facilitates the given reaction. (1) Reactant: [CH2:1]([N:8]([CH2:13][C:14]([OH:16])=O)[CH2:9][C:10]([OH:12])=O)[C:2]1[CH:7]=[CH:6][CH:5]=[CH:4][CH:3]=1.C(OC(=O)C)(=O)C.[CH:24]1[CH:29]=[CH:28][C:27]([CH2:30][CH2:31][NH2:32])=[CH:26][CH:25]=1.C(OC(C)C)(=O)C.C([O-])(=O)C.[Na+].C(=O)([O-])[O-].[K+].[K+]. Product: [CH2:1]([N:8]1[CH2:9][C:10](=[O:12])[N:32]([CH2:31][CH2:30][C:27]2[CH:28]=[CH:29][CH:24]=[CH:25][CH:26]=2)[C:14](=[O:16])[CH2:13]1)[C:2]1[CH:3]=[CH:4][CH:5]=[CH:6][CH:7]=1. The catalyst class is: 6. (2) Reactant: ON1C2C=CC=CC=2N=N1.[NH:11]1[C:19]2[C:14](=[CH:15][CH:16]=[CH:17][CH:18]=2)[C:13]([CH2:20][CH2:21][CH2:22][CH2:23][CH2:24][CH2:25][NH2:26])=[CH:12]1.CN1CCOCC1.Cl.[CH3:35][N:36]([CH3:53])[C:37]1([C:47]2[CH:52]=[CH:51][CH:50]=[CH:49][CH:48]=2)[CH2:42][CH2:41][CH:40]([CH2:43][C:44](O)=[O:45])[CH2:39][CH2:38]1.C1(N=C=NC2CCCCC2)CCCCC1.C(NC1CCCCC1)(NC1CCCCC1)=O.[OH-].[Na+]. The catalyst class is: 35. Product: [CH3:53][N:36]([CH3:35])[C:37]1([C:47]2[CH:48]=[CH:49][CH:50]=[CH:51][CH:52]=2)[CH2:42][CH2:41][CH:40]([CH2:43][C:44]([NH:26][CH2:25][CH2:24][CH2:23][CH2:22][CH2:21][CH2:20][C:13]2[C:14]3[C:19](=[CH:18][CH:17]=[CH:16][CH:15]=3)[NH:11][CH:12]=2)=[O:45])[CH2:39][CH2:38]1. (3) Reactant: Br[C:2]1[CH:3]=[CH:4][C:5]2[NH:10][CH:9]([C:11]3[CH:16]=[CH:15][CH:14]=[CH:13][C:12]=3[Cl:17])[CH2:8][O:7][C:6]=2[CH:18]=1.[B:19]1([B:19]2[O:23][C:22]([CH3:25])([CH3:24])[C:21]([CH3:27])([CH3:26])[O:20]2)[O:23][C:22]([CH3:25])([CH3:24])[C:21]([CH3:27])([CH3:26])[O:20]1.C([O-])(=O)C.[K+]. Product: [Cl:17][C:12]1[CH:13]=[CH:14][CH:15]=[CH:16][C:11]=1[CH:9]1[CH2:8][O:7][C:6]2[CH:18]=[C:2]([B:19]3[O:23][C:22]([CH3:25])([CH3:24])[C:21]([CH3:27])([CH3:26])[O:20]3)[CH:3]=[CH:4][C:5]=2[NH:10]1. The catalyst class is: 12.